Dataset: Forward reaction prediction with 1.9M reactions from USPTO patents (1976-2016). Task: Predict the product of the given reaction. (1) Given the reactants [C:1](=O)([O-])[O-].[Cs+].[Cs+].[CH2:7]([O:14][C:15]1[CH:20]=[CH:19][C:18]([CH2:21][CH2:22][CH:23]([S:29]([CH3:32])(=[O:31])=[O:30])[C:24]([O:26][CH2:27][CH3:28])=[O:25])=[CH:17][CH:16]=1)[C:8]1[CH:13]=[CH:12][CH:11]=[CH:10][CH:9]=1.IC.Cl, predict the reaction product. The product is: [CH2:7]([O:14][C:15]1[CH:20]=[CH:19][C:18]([CH2:21][CH2:22][C:23]([CH3:1])([S:29]([CH3:32])(=[O:30])=[O:31])[C:24]([O:26][CH2:27][CH3:28])=[O:25])=[CH:17][CH:16]=1)[C:8]1[CH:9]=[CH:10][CH:11]=[CH:12][CH:13]=1. (2) Given the reactants [NH2:1][CH:2]1[CH2:7][CH2:6][N:5]([C:8]2[CH:18]=[CH:17][C:11]([C:12]([O:14][CH2:15][CH3:16])=[O:13])=[CH:10][CH:9]=2)[CH2:4][CH2:3]1.CCN(CC)CC.[C:26](Cl)(=[O:33])[C:27]1[CH:32]=[CH:31][CH:30]=[CH:29][CH:28]=1, predict the reaction product. The product is: [C:26]([NH:1][CH:2]1[CH2:7][CH2:6][N:5]([C:8]2[CH:18]=[CH:17][C:11]([C:12]([O:14][CH2:15][CH3:16])=[O:13])=[CH:10][CH:9]=2)[CH2:4][CH2:3]1)(=[O:33])[C:27]1[CH:32]=[CH:31][CH:30]=[CH:29][CH:28]=1. (3) Given the reactants Br[CH2:2][C:3]([C:5]1[CH:10]=[CH:9][C:8]([O:11][CH2:12][CH2:13][CH2:14][Cl:15])=[CH:7][C:6]=1[F:16])=O.[NH2:17][C:18]1[CH:23]=[C:22]([CH3:24])[CH:21]=[CH:20][N:19]=1, predict the reaction product. The product is: [Cl:15][CH2:14][CH2:13][CH2:12][O:11][C:8]1[CH:9]=[CH:10][C:5]([C:3]2[N:17]=[C:18]3[CH:23]=[C:22]([CH3:24])[CH:21]=[CH:20][N:19]3[CH:2]=2)=[C:6]([F:16])[CH:7]=1.